Dataset: Catalyst prediction with 721,799 reactions and 888 catalyst types from USPTO. Task: Predict which catalyst facilitates the given reaction. (1) Reactant: [CH3:1][C:2]1[NH:3][C:4]([C:22]([F:25])([F:24])[F:23])=[C:5]([C:20]#[N:21])[C@H:6]([C:10]2[CH:11]=[C:12]3[C:16](=[CH:17][CH:18]=2)[NH:15][N:14]=[C:13]3[CH3:19])[C:7]=1[C:8]#[N:9].C(=O)([O-])O.[OH:30][CH2:31][CH2:32][N+:33]([CH3:36])([CH3:35])[CH3:34]. Product: [C:8]([C:7]1[C@@H:6]([C:10]2[CH:11]=[C:12]3[C:16](=[CH:17][CH:18]=2)[NH:15][N:14]=[C:13]3[CH3:19])[C:5]([C:20]#[N:21])=[C:4]([C:22]([F:23])([F:25])[F:24])[N-:3][C:2]=1[CH3:1])#[N:9].[OH:30][CH2:31][CH2:32][N+:33]([CH3:36])([CH3:35])[CH3:34]. The catalyst class is: 8. (2) Reactant: O1C=CC=C1[C:6]1[C:14]2[C:13]([NH:15][CH3:16])=[N:12][CH:11]=[N:10][C:9]=2[N:8]([C@@H:17]2[O:23][C@H:22]([CH2:24][OH:25])[C@@H:20]([OH:21])[C@H:18]2[OH:19])[CH:7]=1.IC1C2C(NC)=NC=NC=2N([C@@H:38]2[O:44][C@H:43](CO)[C@@H:41](O)[C@H:39]2O)C=1.O1C=CC(B(O)O)=C1. Product: [O:44]1[CH:38]=[CH:39][C:41]([C:6]2[C:14]3[C:13]([NH:15][CH3:16])=[N:12][CH:11]=[N:10][C:9]=3[N:8]([C@@H:17]3[O:23][C@H:22]([CH2:24][OH:25])[C@@H:20]([OH:21])[C@H:18]3[OH:19])[CH:7]=2)=[CH:43]1. The catalyst class is: 16. (3) Reactant: CCN(C(C)C)C(C)C.[CH3:10][O:11][C:12]1[CH:13]=[CH:14][CH:15]=[C:16]2[C:21]=1[O:20][C:19](=[O:22])[C:18]([C:23]([OH:25])=O)=[CH:17]2.CN(C(ON1N=NC2C=CC=NC1=2)=[N+](C)C)C.F[P-](F)(F)(F)(F)F.[CH3:50][O:51][C:52]1[CH:53]=[C:54]([C:60]2[CH:65]=[CH:64][CH:63]=[C:62]([NH2:66])[CH:61]=2)[CH:55]=[CH:56][C:57]=1[O:58][CH3:59]. Product: [CH3:50][O:51][C:52]1[CH:53]=[C:54]([C:60]2[CH:65]=[CH:64][CH:63]=[C:62]([NH:66][C:23]([C:18]3[C:19](=[O:22])[O:20][C:21]4[C:16]([CH:17]=3)=[CH:15][CH:14]=[CH:13][C:12]=4[O:11][CH3:10])=[O:25])[CH:61]=2)[CH:55]=[CH:56][C:57]=1[O:58][CH3:59]. The catalyst class is: 3. (4) Reactant: [Br:1][C:2]1[C:7]([C:8]2[C:9](=[O:25])[N:10]([CH2:23][CH3:24])[C:11]3[C:16]([CH:17]=2)=[CH:15][N:14]=[C:13]([NH:18][CH2:19][CH2:20]SC)[CH:12]=3)=[CH:6][C:5]([NH:26][C:27]([NH:29][C:30]2[CH:35]=[CH:34][CH:33]=[CH:32][CH:31]=2)=[O:28])=[C:4]([F:36])[CH:3]=1.[CH:37]1C=C(Cl)C=C(C(OO)=O)C=1.[O-:48][S:49]([O-:51])=O.[Na+].[Na+]. Product: [Br:1][C:2]1[C:7]([C:8]2[C:9](=[O:25])[N:10]([CH2:23][CH3:24])[C:11]3[C:16]([CH:17]=2)=[CH:15][N:14]=[C:13]([NH:18][CH2:19][CH2:20][S:49]([CH3:37])(=[O:51])=[O:48])[CH:12]=3)=[CH:6][C:5]([NH:26][C:27]([NH:29][C:30]2[CH:35]=[CH:34][CH:33]=[CH:32][CH:31]=2)=[O:28])=[C:4]([F:36])[CH:3]=1. The catalyst class is: 2. (5) Reactant: [CH3:1][N:2]1[CH:6]=[C:5]([C:7](Cl)=[O:8])[C:4]([C:10]([F:13])([F:12])[F:11])=[N:3]1.[Cl:14][C:15]1[CH:16]=[C:17]([C:22]2[CH:28]=[CH:27][CH:26]=[CH:25][C:23]=2[NH2:24])[CH:18]=[CH:19][C:20]=1[Cl:21].C(N(CC)CC)C.C(OC)(C)(C)C. Product: [Cl:14][C:15]1[CH:16]=[C:17]([C:22]2[CH:28]=[CH:27][CH:26]=[CH:25][C:23]=2[NH:24][C:7]([C:5]2[C:4]([C:10]([F:13])([F:12])[F:11])=[N:3][N:2]([CH3:1])[CH:6]=2)=[O:8])[CH:18]=[CH:19][C:20]=1[Cl:21]. The catalyst class is: 11. (6) Reactant: C(OC(=O)[NH:7][C:8]1[C:12]([NH:13]C(OC(C)(C)C)=O)=[C:11]([C:21]2[CH:26]=[CH:25][CH:24]=[CH:23][CH:22]=2)[S:10][CH:9]=1)(C)(C)C.Br.CCOCC. Product: [C:21]1([C:11]2[S:10][CH:9]=[C:8]([NH2:7])[C:12]=2[NH2:13])[CH:22]=[CH:23][CH:24]=[CH:25][CH:26]=1. The catalyst class is: 15. (7) Reactant: COC1C=C(OC)C=CC=1C[N:6]([C:30]1[CH:35]=[CH:34][N:33]=[CH:32][N:31]=1)[S:7]([C:10]1[C:15]([F:16])=[CH:14][C:13]([O:17][C@H:18]2[CH2:22][CH2:21][CH2:20][C@@H:19]2[C:23]2[N:27]([CH3:28])[N:26]=[CH:25][CH:24]=2)=[CH:12][C:11]=1[F:29])(=[O:9])=[O:8].C([SiH](CC)CC)C.FC(F)(F)C(O)=O. Product: [F:16][C:15]1[CH:14]=[C:13]([O:17][C@H:18]2[CH2:22][CH2:21][CH2:20][C@@H:19]2[C:23]2[N:27]([CH3:28])[N:26]=[CH:25][CH:24]=2)[CH:12]=[C:11]([F:29])[C:10]=1[S:7]([NH:6][C:30]1[CH:35]=[CH:34][N:33]=[CH:32][N:31]=1)(=[O:8])=[O:9]. The catalyst class is: 4. (8) Reactant: [CH:1]1([CH:7]([NH:24][C:25]2[CH:34]=[CH:33][C:28]([C:29]([O:31]C)=[O:30])=[CH:27][CH:26]=2)[C:8]2[C:9]([CH2:22][CH3:23])=[N:10][N:11]([C:13]3[CH:18]=[CH:17][CH:16]=[C:15]([O:19][CH2:20][CH3:21])[CH:14]=3)[CH:12]=2)[CH2:6][CH2:5][CH2:4][CH2:3][CH2:2]1.[OH-].[Na+]. Product: [CH:1]1([CH:7]([NH:24][C:25]2[CH:34]=[CH:33][C:28]([C:29]([OH:31])=[O:30])=[CH:27][CH:26]=2)[C:8]2[C:9]([CH2:22][CH3:23])=[N:10][N:11]([C:13]3[CH:18]=[CH:17][CH:16]=[C:15]([O:19][CH2:20][CH3:21])[CH:14]=3)[CH:12]=2)[CH2:6][CH2:5][CH2:4][CH2:3][CH2:2]1. The catalyst class is: 8.